This data is from Reaction yield outcomes from USPTO patents with 853,638 reactions. The task is: Predict the reaction yield, written as a fraction of the theoretical maximum amount of product (1.0 means a 100% yield; for example, 0.34 means a 34% yield). (1) The reactants are [CH3:1][O:2][C:3]1[CH:4]=[C:5]([NH:9][S:10]([C:13]2[CH:14]=[C:15]([CH:19]=[CH:20][C:21]([OH:23])=O)[CH:16]=[CH:17][CH:18]=2)(=[O:12])=[O:11])[CH:6]=[CH:7][CH:8]=1.[Cl:24]CCl. The catalyst is CN(C)C=O. The product is [CH3:1][O:2][C:3]1[CH:4]=[C:5]([NH:9][S:10]([C:13]2[CH:14]=[C:15]([CH:19]=[CH:20][C:21]([Cl:24])=[O:23])[CH:16]=[CH:17][CH:18]=2)(=[O:12])=[O:11])[CH:6]=[CH:7][CH:8]=1. The yield is 1.00. (2) The reactants are [F:1][C:2]1[CH:7]=[C:6]([CH3:8])[C:5]([N+:9]([O-:11])=[O:10])=[CH:4][C:3]=1[N+:12]([O-:14])=[O:13].C[C:16]([N:18]([CH3:20])[CH3:19])=O.CN(C=O)C. The catalyst is O. The product is [F:1][C:2]1[C:3]([N+:12]([O-:14])=[O:13])=[CH:4][C:5]([N+:9]([O-:11])=[O:10])=[C:6](/[CH:8]=[CH:16]/[N:18]([CH3:20])[CH3:19])[CH:7]=1. The yield is 0.630.